From a dataset of CYP2D6 inhibition data for predicting drug metabolism from PubChem BioAssay. Regression/Classification. Given a drug SMILES string, predict its absorption, distribution, metabolism, or excretion properties. Task type varies by dataset: regression for continuous measurements (e.g., permeability, clearance, half-life) or binary classification for categorical outcomes (e.g., BBB penetration, CYP inhibition). Dataset: cyp2d6_veith. (1) The drug is Cc1cccc(CNc2ncncc2-c2ccccc2CN(C)C)c1. The result is 1 (inhibitor). (2) The compound is O=P1(NCCCl)OCCCN1CCCl. The result is 0 (non-inhibitor).